This data is from Full USPTO retrosynthesis dataset with 1.9M reactions from patents (1976-2016). The task is: Predict the reactants needed to synthesize the given product. (1) Given the product [NH2:39][C:38]1[C:26]2[C:25]([C:17]3[CH:16]=[N:15][C:24]4[C:19]([CH:18]=3)=[CH:20][CH:21]=[CH:22][CH:23]=4)=[C:33]3[N:28]([C:27]=2[N:35]=[CH:36][N:37]=1)[CH2:29][CH:30]([NH:34][C:10](=[O:13])[CH:11]=[CH2:12])[CH2:31][CH2:32]3, predict the reactants needed to synthesize it. The reactants are: C(N(CC)C(C)C)(C)C.[C:10](Cl)(=[O:13])[CH:11]=[CH2:12].[N:15]1[C:24]2[C:19](=[CH:20][CH:21]=[CH:22][CH:23]=2)[CH:18]=[C:17]([C:25]2[C:26]3[C:38]([NH2:39])=[N:37][CH:36]=[N:35][C:27]=3[N:28]3[C:33]=2[CH2:32][CH2:31][CH:30]([NH2:34])[CH2:29]3)[CH:16]=1.C(=O)(O)[O-].[Na+]. (2) The reactants are: C([O:3][C:4]([C:6]1[N:7]([CH2:33][C:34]2[CH:39]=[CH:38][CH:37]=[C:36]([Cl:40])[CH:35]=2)[C:8]2[C:13]([C:14]=1[NH:15][C:16](=[O:24])[C:17]1[CH:22]=[CH:21][C:20]([Cl:23])=[CH:19][CH:18]=1)=[CH:12][CH:11]=[C:10]([C:25]1[CH:30]=[CH:29][C:28]([CH2:31][OH:32])=[CH:27][CH:26]=1)[CH:9]=2)=[O:5])C.[OH-].[Na+]. Given the product [Cl:23][C:20]1[CH:19]=[CH:18][C:17]([C:16]([NH:15][C:14]2[C:13]3[C:8](=[CH:9][C:10]([C:25]4[CH:26]=[CH:27][C:28]([CH2:31][OH:32])=[CH:29][CH:30]=4)=[CH:11][CH:12]=3)[N:7]([CH2:33][C:34]3[CH:39]=[CH:38][CH:37]=[C:36]([Cl:40])[CH:35]=3)[C:6]=2[C:4]([OH:5])=[O:3])=[O:24])=[CH:22][CH:21]=1, predict the reactants needed to synthesize it. (3) Given the product [CH3:1][C:2]1[CH:7]=[C:6]([C:8](=[O:33])[CH2:9][C@H:10]([C:18]2[CH:23]=[CH:22][C:21]([N:24]3[CH2:29][CH2:28][CH:27]([C:30]([NH:64][CH2:65][C:66]([O:68][CH3:69])=[O:67])=[O:31])[CH2:26][CH2:25]3)=[CH:20][CH:19]=2)[C:11]2[CH:16]=[CH:15][CH:14]=[CH:13][C:12]=2[CH3:17])[CH:5]=[CH:4][N:3]=1, predict the reactants needed to synthesize it. The reactants are: [CH3:1][C:2]1[CH:7]=[C:6]([C:8](=[O:33])[CH2:9][C@H:10]([C:18]2[CH:23]=[CH:22][C:21]([N:24]3[CH2:29][CH2:28][CH:27]([C:30](O)=[O:31])[CH2:26][CH2:25]3)=[CH:20][CH:19]=2)[C:11]2[CH:16]=[CH:15][CH:14]=[CH:13][C:12]=2[CH3:17])[CH:5]=[CH:4][N:3]=1.C(N(CC)CC)C.F[B-](F)(F)F.N1(OC(N(C)C)=[N+](C)C)C2C=CC=CC=2N=N1.Cl.[NH2:64][CH2:65][C:66]([O:68][CH3:69])=[O:67].